The task is: Predict the reaction yield, written as a fraction of the theoretical maximum amount of product (1.0 means a 100% yield; for example, 0.34 means a 34% yield).. This data is from Reaction yield outcomes from USPTO patents with 853,638 reactions. (1) The reactants are [NH2:1][C:2]1[CH:28]=[C:27]([Cl:29])[C:26]([O:30][CH3:31])=[CH:25][C:3]=1[O:4][CH2:5][CH2:6][CH2:7][N:8]1[CH2:13][CH2:12][C:11]([CH2:15][C:16]2[CH:21]=[CH:20][C:19]([Cl:22])=[CH:18][CH:17]=2)([OH:14])[C:10]([CH3:24])([CH3:23])[CH2:9]1.[O:32]([C:34]#[N:35])[K].CC(O)=O. The catalyst is CN(C=O)C.O. The product is [Cl:29][C:27]1[C:26]([O:30][CH3:31])=[CH:25][C:3]([O:4][CH2:5][CH2:6][CH2:7][N:8]2[CH2:13][CH2:12][C:11]([CH2:15][C:16]3[CH:21]=[CH:20][C:19]([Cl:22])=[CH:18][CH:17]=3)([OH:14])[C:10]([CH3:24])([CH3:23])[CH2:9]2)=[C:2]([NH:1][C:34]([NH2:35])=[O:32])[CH:28]=1. The yield is 0.140. (2) The reactants are Cl.[NH2:2][N:3]1[CH2:7][CH2:6][CH2:5][C:4]1=O.[CH2:9]([O:11][C:12](=[O:22])[CH2:13][C:14](=O)[C:15]1[CH:20]=[CH:19][CH:18]=[CH:17][CH:16]=1)[CH3:10].CC[O-].[Na+].Cl. The catalyst is O.C1(C)C=CC=CC=1.N1C=CC=CC=1. The product is [CH2:9]([O:11][C:12]([C:13]1[C:14]([C:15]2[CH:20]=[CH:19][CH:18]=[CH:17][CH:16]=2)=[N:2][N:3]2[CH2:7][CH2:6][CH2:5][C:4]=12)=[O:22])[CH3:10]. The yield is 0.820.